This data is from Forward reaction prediction with 1.9M reactions from USPTO patents (1976-2016). The task is: Predict the product of the given reaction. (1) Given the reactants [Br:1][C:2]1[CH:7]=[CH:6][C:5]([N:8]2[CH2:13][CH2:12][CH:11]([C:14]([O:16]C)=O)[CH2:10][CH2:9]2)=[CH:4][CH:3]=1.CO.[CH3:20][NH2:21], predict the reaction product. The product is: [CH3:20][NH:21][C:14]([CH:11]1[CH2:12][CH2:13][N:8]([C:5]2[CH:6]=[CH:7][C:2]([Br:1])=[CH:3][CH:4]=2)[CH2:9][CH2:10]1)=[O:16]. (2) Given the reactants C([O:3][C:4]([C:6]1[N:7]=[C:8]([CH2:11][O:12][C:13]2[CH:18]=[CH:17][C:16](I)=[CH:15][CH:14]=2)[S:9][CH:10]=1)=[O:5])C.[O:20]([C:27]1[CH:32]=[CH:31][CH:30]=[CH:29][C:28]=1B(O)O)[C:21]1[CH:26]=[CH:25][CH:24]=[CH:23][CH:22]=1, predict the reaction product. The product is: [O:20]([C:27]1[CH:28]=[CH:29][CH:30]=[CH:31][C:32]=1[C:16]1[CH:15]=[CH:14][C:13]([O:12][CH2:11][C:8]2[S:9][CH:10]=[C:6]([C:4]([OH:3])=[O:5])[N:7]=2)=[CH:18][CH:17]=1)[C:21]1[CH:26]=[CH:25][CH:24]=[CH:23][CH:22]=1. (3) Given the reactants [H-].[Al+3].[Li+].[H-].[H-].[H-].[Br:7][C:8]1[CH:9]=[N:10][C:11]([N:20]2[CH2:24][CH2:23][CH2:22][CH2:21]2)=[C:12]([CH:19]=1)[C:13](N(OC)C)=[O:14].[OH-].[Na+].S([O-])([O-])(=O)=O.[Mg+2], predict the reaction product. The product is: [Br:7][C:8]1[CH:9]=[N:10][C:11]([N:20]2[CH2:24][CH2:23][CH2:22][CH2:21]2)=[C:12]([CH:19]=1)[CH:13]=[O:14]. (4) Given the reactants [CH3:1][O:2][C:3]1[CH:8]=[CH:7][C:6]([OH:9])=[CH:5][CH:4]=1.[H-].[Na+].CC1C=CC(S(O[CH2:23][C@@H:24]2[CH2:28][CH2:27][CH2:26][N:25]2[S:29]([C:32]2[CH:40]=[CH:39][C:38]3[N:37]4[CH2:41][C:42]([CH3:46])([CH3:45])[CH2:43][N:44]=[C:36]4[C:35]4(OCCC[O:47]4)[C:34]=3[CH:33]=2)(=[O:31])=[O:30])(=O)=O)=CC=1.CN(C=O)C, predict the reaction product. The product is: [CH3:1][O:2][C:3]1[CH:8]=[CH:7][C:6]([O:9][CH2:23][C@@H:24]2[CH2:28][CH2:27][CH2:26][N:25]2[S:29]([C:32]2[CH:40]=[CH:39][C:38]3[N:37]4[CH2:41][C:42]([CH3:46])([CH3:45])[CH2:43][N:44]=[C:36]4[C:35](=[O:47])[C:34]=3[CH:33]=2)(=[O:31])=[O:30])=[CH:5][CH:4]=1. (5) Given the reactants [CH:1](=[N:8]/[C:9]1[CH:14]=[CH:13][CH:12]=[CH:11][C:10]=1[O:15][CH3:16])\[C:2]1[CH:7]=[CH:6][CH:5]=[CH:4][CH:3]=1.[CH:17]([Mg]Cl)([CH3:19])[CH3:18].[NH4+].[Cl-], predict the reaction product. The product is: [CH3:16][O:15][C:10]1[CH:11]=[CH:12][CH:13]=[CH:14][C:9]=1[NH:8][CH:1]([C:2]1[CH:3]=[CH:4][CH:5]=[CH:6][CH:7]=1)[CH:17]([CH3:19])[CH3:18]. (6) Given the reactants C([O:8][C:9]1[C:14]([N+:15]([O-:17])=[O:16])=[C:13]([C:18]2[CH:27]=[CH:26][C:25]3[C:20](=[CH:21][CH:22]=[CH:23][CH:24]=3)[CH:19]=2)[CH:12]=[CH:11][N:10]=1)C1C=CC=CC=1.[OH-].[K+], predict the reaction product. The product is: [CH:19]1[C:20]2[C:25](=[CH:24][CH:23]=[CH:22][CH:21]=2)[CH:26]=[CH:27][C:18]=1[C:13]1[CH:12]=[CH:11][N:10]=[C:9]([OH:8])[C:14]=1[N+:15]([O-:17])=[O:16].